Dataset: NCI-60 drug combinations with 297,098 pairs across 59 cell lines. Task: Regression. Given two drug SMILES strings and cell line genomic features, predict the synergy score measuring deviation from expected non-interaction effect. (1) Drug 1: C1CCC(C(C1)N)N.C(=O)(C(=O)[O-])[O-].[Pt+4]. Drug 2: N.N.Cl[Pt+2]Cl. Cell line: LOX IMVI. Synergy scores: CSS=69.4, Synergy_ZIP=5.77, Synergy_Bliss=5.34, Synergy_Loewe=7.04, Synergy_HSA=9.74. (2) Drug 1: C1CC(=O)NC(=O)C1N2CC3=C(C2=O)C=CC=C3N. Drug 2: CC1C(C(=O)NC(C(=O)N2CCCC2C(=O)N(CC(=O)N(C(C(=O)O1)C(C)C)C)C)C(C)C)NC(=O)C3=C4C(=C(C=C3)C)OC5=C(C(=O)C(=C(C5=N4)C(=O)NC6C(OC(=O)C(N(C(=O)CN(C(=O)C7CCCN7C(=O)C(NC6=O)C(C)C)C)C)C(C)C)C)N)C. Cell line: MALME-3M. Synergy scores: CSS=4.80, Synergy_ZIP=8.49, Synergy_Bliss=12.2, Synergy_Loewe=11.2, Synergy_HSA=11.3. (3) Drug 2: C1=NNC2=C1C(=O)NC=N2. Synergy scores: CSS=37.8, Synergy_ZIP=2.15, Synergy_Bliss=2.15, Synergy_Loewe=0.170, Synergy_HSA=1.92. Drug 1: C(CC(=O)O)C(=O)CN.Cl. Cell line: CCRF-CEM. (4) Drug 1: CN(C)C1=NC(=NC(=N1)N(C)C)N(C)C. Drug 2: CC12CCC3C(C1CCC2OP(=O)(O)O)CCC4=C3C=CC(=C4)OC(=O)N(CCCl)CCCl.[Na+]. Cell line: HOP-92. Synergy scores: CSS=-6.00, Synergy_ZIP=0.0156, Synergy_Bliss=-4.38, Synergy_Loewe=-5.89, Synergy_HSA=-5.86. (5) Drug 1: CS(=O)(=O)OCCCCOS(=O)(=O)C. Drug 2: C1CCC(C(C1)N)N.C(=O)(C(=O)[O-])[O-].[Pt+4]. Cell line: SK-MEL-5. Synergy scores: CSS=34.2, Synergy_ZIP=-5.90, Synergy_Bliss=-0.664, Synergy_Loewe=-37.9, Synergy_HSA=1.15.